Dataset: NCI-60 drug combinations with 297,098 pairs across 59 cell lines. Task: Regression. Given two drug SMILES strings and cell line genomic features, predict the synergy score measuring deviation from expected non-interaction effect. (1) Drug 1: C1=CC(=C2C(=C1NCCNCCO)C(=O)C3=C(C=CC(=C3C2=O)O)O)NCCNCCO. Drug 2: CC1C(C(CC(O1)OC2CC(CC3=C2C(=C4C(=C3O)C(=O)C5=C(C4=O)C(=CC=C5)OC)O)(C(=O)CO)O)N)O.Cl. Cell line: HOP-62. Synergy scores: CSS=57.4, Synergy_ZIP=4.68, Synergy_Bliss=3.74, Synergy_Loewe=5.15, Synergy_HSA=6.57. (2) Drug 1: CC1C(C(CC(O1)OC2CC(CC3=C2C(=C4C(=C3O)C(=O)C5=C(C4=O)C(=CC=C5)OC)O)(C(=O)CO)O)N)O.Cl. Drug 2: C1CCC(CC1)NC(=O)N(CCCl)N=O. Cell line: HT29. Synergy scores: CSS=16.8, Synergy_ZIP=-3.73, Synergy_Bliss=4.36, Synergy_Loewe=6.71, Synergy_HSA=6.76. (3) Drug 1: CC12CCC(CC1=CCC3C2CCC4(C3CC=C4C5=CN=CC=C5)C)O. Drug 2: CC1=C(N=C(N=C1N)C(CC(=O)N)NCC(C(=O)N)N)C(=O)NC(C(C2=CN=CN2)OC3C(C(C(C(O3)CO)O)O)OC4C(C(C(C(O4)CO)O)OC(=O)N)O)C(=O)NC(C)C(C(C)C(=O)NC(C(C)O)C(=O)NCCC5=NC(=CS5)C6=NC(=CS6)C(=O)NCCC[S+](C)C)O. Cell line: SNB-75. Synergy scores: CSS=-0.574, Synergy_ZIP=-1.76, Synergy_Bliss=-4.84, Synergy_Loewe=-8.09, Synergy_HSA=-5.27. (4) Drug 1: C1=CC(=C2C(=C1NCCNCCO)C(=O)C3=C(C=CC(=C3C2=O)O)O)NCCNCCO. Drug 2: C1=CN(C=N1)CC(O)(P(=O)(O)O)P(=O)(O)O. Cell line: MALME-3M. Synergy scores: CSS=4.06, Synergy_ZIP=-10.7, Synergy_Bliss=-19.9, Synergy_Loewe=-39.3, Synergy_HSA=-19.8. (5) Drug 1: CC1C(C(CC(O1)OC2CC(CC3=C2C(=C4C(=C3O)C(=O)C5=C(C4=O)C(=CC=C5)OC)O)(C(=O)C)O)N)O.Cl. Drug 2: CC1CCC2CC(C(=CC=CC=CC(CC(C(=O)C(C(C(=CC(C(=O)CC(OC(=O)C3CCCCN3C(=O)C(=O)C1(O2)O)C(C)CC4CCC(C(C4)OC)OCCO)C)C)O)OC)C)C)C)OC. Cell line: TK-10. Synergy scores: CSS=21.7, Synergy_ZIP=-5.32, Synergy_Bliss=-3.09, Synergy_Loewe=-0.777, Synergy_HSA=-0.0338. (6) Drug 1: C1=CC=C(C=C1)NC(=O)CCCCCCC(=O)NO. Drug 2: C1=NC2=C(N1)C(=S)N=CN2. Cell line: MDA-MB-231. Synergy scores: CSS=46.3, Synergy_ZIP=6.71, Synergy_Bliss=13.3, Synergy_Loewe=-11.7, Synergy_HSA=7.16.